Dataset: Forward reaction prediction with 1.9M reactions from USPTO patents (1976-2016). Task: Predict the product of the given reaction. Given the reactants [F:1][C:2]([F:21])([F:20])[C:3]1[CH:4]=[C:5]([C@H:13]([N:15]([CH3:19])[C:16](Cl)=[O:17])[CH3:14])[CH:6]=[C:7]([C:9]([F:12])([F:11])[F:10])[CH:8]=1.[CH:22](N(CC)C(C)C)(C)C.[CH2:31]([N:38]1[CH2:46][CH:45]2[CH:40]([CH:41]([C:47]3[CH:52]=[CH:51][C:50](F)=[CH:49][CH:48]=3)[NH:42][CH2:43][CH2:44]2)[CH2:39]1)[C:32]1[CH:37]=[CH:36][CH:35]=[CH:34][CH:33]=1, predict the reaction product. The product is: [CH2:31]([N:38]1[CH2:46][C@@H:45]2[C@H:40]([C@H:41]([C:47]3[CH:52]=[CH:51][CH:50]=[CH:49][C:48]=3[CH3:22])[N:42]([C:16]([N:15]([C@@H:13]([C:5]3[CH:4]=[C:3]([C:2]([F:21])([F:20])[F:1])[CH:8]=[C:7]([C:9]([F:12])([F:11])[F:10])[CH:6]=3)[CH3:14])[CH3:19])=[O:17])[CH2:43][CH2:44]2)[CH2:39]1)[C:32]1[CH:37]=[CH:36][CH:35]=[CH:34][CH:33]=1.